Dataset: Catalyst prediction with 721,799 reactions and 888 catalyst types from USPTO. Task: Predict which catalyst facilitates the given reaction. (1) Reactant: [CH2:1]([O:8][C:9]([NH:11][C@@H:12]([CH2:17][CH2:18][CH2:19][NH:20][C:21]([O:23][C:24]([CH3:27])([CH3:26])[CH3:25])=[O:22])[CH2:13][C:14]([OH:16])=O)=[O:10])[C:2]1[CH:7]=[CH:6][CH:5]=[CH:4][CH:3]=1.[C:28]([O:32][C:33](=[O:49])[NH:34][CH2:35][CH2:36][CH2:37][C@H:38]([NH:41][C:42]([O:44][C:45]([CH3:48])([CH3:47])[CH3:46])=[O:43])[CH2:39][NH2:40])([CH3:31])([CH3:30])[CH3:29].C(Cl)CCl.C1C=CC2N(O)N=NC=2C=1. Product: [CH2:1]([O:8][C:9](=[O:10])[NH:11][C@H:12]([CH2:13][C:14]([NH:40][CH2:39][C@@H:38]([NH:41][C:42]([O:44][C:45]([CH3:48])([CH3:47])[CH3:46])=[O:43])[CH2:37][CH2:36][CH2:35][NH:34][C:33]([O:32][C:28]([CH3:30])([CH3:31])[CH3:29])=[O:49])=[O:16])[CH2:17][CH2:18][CH2:19][NH:20][C:21]([O:23][C:24]([CH3:27])([CH3:26])[CH3:25])=[O:22])[C:2]1[CH:3]=[CH:4][CH:5]=[CH:6][CH:7]=1. The catalyst class is: 9. (2) Reactant: [OH:1][CH2:2][CH2:3][O:4][CH2:5][CH2:6][O:7][CH2:8][CH2:9][O:10][CH2:11][CH2:12][CH2:13][CH2:14][CH2:15][CH2:16][CH2:17][CH2:18][CH2:19][CH2:20][CH2:21][NH:22][C:23](=[O:54])[CH2:24][CH2:25][S:26][S:26][CH2:25][CH2:24][C:23](=[O:54])[NH:22][CH2:21][CH2:20][CH2:19][CH2:18][CH2:17][CH2:16][CH2:15][CH2:14][CH2:13][CH2:12][CH2:11][O:10][CH2:9][CH2:8][O:7][CH2:6][CH2:5][O:4][CH2:3][CH2:2][OH:1].Cl.Cl.C(CCP(CCC(O)=O)CCC(O)=O)(O)=O. Product: [OH:1][CH2:2][CH2:3][O:4][CH2:5][CH2:6][O:7][CH2:8][CH2:9][O:10][CH2:11][CH2:12][CH2:13][CH2:14][CH2:15][CH2:16][CH2:17][CH2:18][CH2:19][CH2:20][CH2:21][NH:22][C:23](=[O:54])[CH2:24][CH2:25][SH:26]. The catalyst class is: 6. (3) Reactant: BrC1C=CC(C(C)(C)C(OCC)=O)=CC=1.[CH3:16][C:17]([C:24]1[CH:29]=[CH:28][C:27]([C:30]2[CH:35]=[CH:34][C:33]([C:36](=[O:39])[NH:37][CH3:38])=[CH:32][CH:31]=2)=[CH:26][CH:25]=1)([CH3:23])[C:18]([O:20]CC)=[O:19].CO.[OH-].[Na+]. Product: [CH3:23][C:17]([C:24]1[CH:29]=[CH:28][C:27]([C:30]2[CH:35]=[CH:34][C:33]([C:36](=[O:39])[NH:37][CH3:38])=[CH:32][CH:31]=2)=[CH:26][CH:25]=1)([CH3:16])[C:18]([OH:20])=[O:19]. The catalyst class is: 30. (4) Reactant: C[N:2]([CH3:15])[CH:3]=[CH:4][C:5]([C:7]1[CH:12]=[C:11]([CH3:13])[N:10]=[C:9]([CH3:14])[CH:8]=1)=O.NC1[C:21]([C:22]([C:24]2[CH:29]=[CH:28][CH:27]=[CH:26][N:25]=2)=[O:23])=[CH:20][NH:19][N:18]=1.O. Product: [N:25]1[CH:26]=[CH:27][CH:28]=[CH:29][C:24]=1[C:22]([C:21]1[CH:20]=[N:19][N:18]2[C:5]([C:7]3[CH:8]=[C:9]([CH3:14])[N:10]=[C:11]([CH3:13])[CH:12]=3)=[CH:4][CH:3]=[N:2][C:15]=12)=[O:23]. The catalyst class is: 15. (5) Reactant: FC(F)(F)C(O)=O.C(OC([N:15]1[C:44]2[C:39](=[CH:40][CH:41]=[C:42]([Cl:45])[CH:43]=2)[C:17]2([CH:22]([C:23]3[CH:28]=[CH:27][CH:26]=[C:25]([Cl:29])[CH:24]=3)[CH2:21][C:20](=[O:30])[N:19]([CH3:31])[CH:18]2[C:32]2[CH:37]=[CH:36][CH:35]=[CH:34][C:33]=2[CH3:38])[C:16]1=[O:46])=O)(C)(C)C. Product: [Cl:45][C:42]1[CH:43]=[C:44]2[NH:15][C:16](=[O:46])[C:17]3([CH:22]([C:23]4[CH:28]=[CH:27][CH:26]=[C:25]([Cl:29])[CH:24]=4)[CH2:21][C:20](=[O:30])[N:19]([CH3:31])[CH:18]3[C:32]3[CH:37]=[CH:36][CH:35]=[CH:34][C:33]=3[CH3:38])[C:39]2=[CH:40][CH:41]=1. The catalyst class is: 4. (6) Reactant: Cl[C:2]1[C:11]2[C:6](=[CH:7][C:8]([NH:12][S:13]([C:16]3[CH:21]=[CH:20][C:19]([Cl:22])=[CH:18][CH:17]=3)(=[O:15])=[O:14])=[CH:9][CH:10]=2)[CH:5]=[CH:4][N:3]=1.CO.[CH3:25][NH:26][CH3:27].O. Product: [Cl:22][C:19]1[CH:20]=[CH:21][C:16]([S:13]([NH:12][C:8]2[CH:7]=[C:6]3[C:11](=[CH:10][CH:9]=2)[C:2]([N:26]([CH3:27])[CH3:25])=[N:3][CH:4]=[CH:5]3)(=[O:15])=[O:14])=[CH:17][CH:18]=1. The catalyst class is: 16.